This data is from Forward reaction prediction with 1.9M reactions from USPTO patents (1976-2016). The task is: Predict the product of the given reaction. (1) The product is: [CH3:1][C:2]1[O:3][C:4]([C:13]2[CH:14]=[CH:15][C:16]([NH:19][NH:20][C:21](=[O:25])[CH:22]([CH3:24])[CH3:23])=[N:17][CH:18]=2)=[C:5]([C:7]2[CH:8]=[CH:9][CH:10]=[CH:11][CH:12]=2)[N:6]=1. Given the reactants [CH3:1][C:2]1[O:3][C:4]([C:13]2[CH:14]=[CH:15][C:16]([NH:19][NH2:20])=[N:17][CH:18]=2)=[C:5]([C:7]2[CH:12]=[CH:11][CH:10]=[CH:9][CH:8]=2)[N:6]=1.[C:21](Cl)(=[O:25])[CH:22]([CH3:24])[CH3:23], predict the reaction product. (2) The product is: [NH2:12][C:9]1[C:4]([C:5]([O:7][CH3:8])=[O:6])=[C:3]2[C:2]([C:20]3[CH:19]=[CH:18][O:17][C:16]=3[CH:14]=[N:13]2)=[CH:11][CH:10]=1. Given the reactants Br[C:2]1[C:3]([NH2:13])=[C:4]([C:9]([NH2:12])=[CH:10][CH:11]=1)[C:5]([O:7][CH3:8])=[O:6].[CH:14]([C:16]1[O:17][CH:18]=[CH:19][C:20]=1B1OC(C)(C)C(C)(C)O1)=O.F[B-](F)(F)F.C([PH+](C(C)(C)C)C(C)(C)C)(C)(C)C.C(=O)([O-])[O-].[Cs+].[Cs+], predict the reaction product. (3) The product is: [NH2:12][C@H:13]1[CH2:14][CH2:15][C@H:16]([S:19][C:20]2[CH:21]=[C:22]3[C:27](=[CH:28][CH:29]=2)[C:26]([NH2:30])=[N:25][CH:24]=[CH:23]3)[CH2:17][CH2:18]1. Given the reactants C(O)(=O)C.Cl.C(OC(=O)[NH:12][C@H:13]1[CH2:18][CH2:17][C@H:16]([S:19][C:20]2[CH:21]=[C:22]3[C:27](=[CH:28][CH:29]=2)[C:26]([NH:30]C(=O)C2C=CC=CC=2)=[N:25][CH:24]=[CH:23]3)[CH2:15][CH2:14]1)(C)(C)C, predict the reaction product. (4) Given the reactants [CH:1]([C:3]1[N:8]=[C:7]([NH:9][C:10](=[O:15])[C:11]([CH3:14])([CH3:13])[CH3:12])[CH:6]=[CH:5][CH:4]=1)=[O:2].[BH4-].[Na+].[CH3:18]O, predict the reaction product. The product is: [OH:2][CH:1]([C:3]1[N:8]=[C:7]([NH:9][C:10](=[O:15])[C:11]([CH3:12])([CH3:14])[CH3:13])[CH:6]=[CH:5][CH:4]=1)[CH3:18]. (5) Given the reactants C([O:8][C:9]1[N:14]=[C:13]([NH:15][C:16]2[CH:21]=[CH:20][C:19]([CH2:22][CH3:23])=[CH:18][CH:17]=2)[C:12]([NH2:24])=[CH:11][CH:10]=1)C1C=CC=CC=1.[N:25]#[C:26]Br.C([O-])(O)=O.[Na+].C([O-])=O.[NH4+], predict the reaction product. The product is: [NH2:25][C:26]1[N:15]([C:16]2[CH:17]=[CH:18][C:19]([CH2:22][CH3:23])=[CH:20][CH:21]=2)[C:13]2=[N:14][C:9]([OH:8])=[CH:10][CH:11]=[C:12]2[N:24]=1. (6) Given the reactants O[CH:2]=[C:3]1[C:11]2[C:6](=[CH:7][C:8]([C:12]([C:14]3[CH:15]=[C:16]([NH:20][C:21]([C:23]4[S:24][CH:25]=[CH:26][CH:27]=4)=[O:22])[CH:17]=[CH:18][CH:19]=3)=[O:13])=[CH:9][CH:10]=2)[NH:5][C:4]1=[O:28].[NH2:29][C:30]1[CH:38]=[CH:37][C:33]([C:34]([OH:36])=[O:35])=[CH:32][CH:31]=1, predict the reaction product. The product is: [O:28]=[C:4]1[C:3](=[CH:2][NH:29][C:30]2[CH:38]=[CH:37][C:33]([C:34]([OH:36])=[O:35])=[CH:32][CH:31]=2)[C:11]2[C:6](=[CH:7][C:8]([C:12](=[O:13])[C:14]3[CH:19]=[CH:18][CH:17]=[C:16]([NH:20][C:21]([C:23]4[S:24][CH:25]=[CH:26][CH:27]=4)=[O:22])[CH:15]=3)=[CH:9][CH:10]=2)[NH:5]1.